From a dataset of Reaction yield outcomes from USPTO patents with 853,638 reactions. Predict the reaction yield, written as a fraction of the theoretical maximum amount of product (1.0 means a 100% yield; for example, 0.34 means a 34% yield). (1) The reactants are [CH3:1][C:2]1[C:6]2[C:7](=[O:19])[N:8]([CH2:11][CH2:12][N:13]3[CH2:18][CH2:17][O:16][CH2:15][CH2:14]3)[CH2:9][CH2:10][C:5]=2[NH:4][C:3]=1[CH:20]=O.[F:22][C:23]1[CH:24]=[C:25]2[C:29](=[CH:30][C:31]=1[NH:32][C:33](=[O:37])[C@@H:34]([OH:36])[CH3:35])[NH:28][C:27](=[O:38])[CH2:26]2. No catalyst specified. The product is [F:22][C:23]1[CH:24]=[C:25]2[C:29](=[CH:30][C:31]=1[NH:32][C:33](=[O:37])[C@@H:34]([OH:36])[CH3:35])[NH:28][C:27](=[O:38])[C:26]2=[CH:20][C:3]1[NH:4][C:5]2[CH2:10][CH2:9][N:8]([CH2:11][CH2:12][N:13]3[CH2:14][CH2:15][O:16][CH2:17][CH2:18]3)[C:7](=[O:19])[C:6]=2[C:2]=1[CH3:1]. The yield is 0.613. (2) The reactants are [NH2:1][C:2]1[N:23]=[CH:22][CH:21]=[CH:20][C:3]=1[C:4]([NH:6][CH2:7][C:8]1[S:9][C:10]([O:13][C:14]2[CH:19]=[CH:18][CH:17]=[CH:16][CH:15]=2)=[CH:11][CH:12]=1)=[O:5].[C:24](#N)[CH3:25].F[B-](F)(F)F.[O:32]=[N+]=O.C(=O)(O)[O-].[Na+]. The catalyst is O1CCCC1.C(OCC)(=O)C.O. The product is [C:24]([NH:1][C:2]1[N:23]=[CH:22][CH:21]=[CH:20][C:3]=1[C:4]([NH:6][CH2:7][C:8]1[S:9][C:10]([O:13][C:14]2[CH:19]=[CH:18][CH:17]=[CH:16][CH:15]=2)=[CH:11][CH:12]=1)=[O:5])(=[O:32])[CH3:25]. The yield is 0.0230. (3) The reactants are [OH:1][C:2]1[C:11]2[C:6](=[C:7]([CH3:13])[N:8]=[C:9]([CH3:12])[CH:10]=2)[N:5]=[CH:4][C:3]=1[C:14]([O:16][CH2:17][CH3:18])=[O:15].[C:19]([O-])([O-])=O.[Na+].[Na+].IC. The catalyst is CN(C=O)C. The product is [CH3:19][N:5]1[C:6]2[C:11](=[CH:10][C:9]([CH3:12])=[N:8][C:7]=2[CH3:13])[C:2](=[O:1])[C:3]([C:14]([O:16][CH2:17][CH3:18])=[O:15])=[CH:4]1. The yield is 0.210. (4) The reactants are [CH3:1][CH2:2][O:3][C:4]([C:6]1[N:7](C(OC(C)(C)C)=O)[C:8]2[C:13]([CH:14]=1)=[CH:12][CH:11]=[CH:10][C:9]=2[CH2:15][CH3:16])=[O:5].FC(F)(F)C(O)=O. The catalyst is ClCCl. The product is [CH2:2]([O:3][C:4]([C:6]1[NH:7][C:8]2[C:13]([CH:14]=1)=[CH:12][CH:11]=[CH:10][C:9]=2[CH2:15][CH3:16])=[O:5])[CH3:1]. The yield is 0.766.